From a dataset of Full USPTO retrosynthesis dataset with 1.9M reactions from patents (1976-2016). Predict the reactants needed to synthesize the given product. (1) Given the product [CH2:35]([C@@H:42]1[CH2:46][O:45][C:44](=[O:47])[N:43]1[C:6](=[O:7])[CH2:5][CH:4]([O:3][CH2:1][CH3:2])[C:9]1[CH:10]=[CH:11][C:12]([O:15][CH2:16][C:17]2[CH2:22][CH2:21][CH2:20][C:19]3([CH2:27][CH2:26][CH2:25][CH2:24][CH2:23]3)[CH:18]=2)=[CH:13][CH:14]=1)[C:36]1[CH:37]=[CH:38][CH:39]=[CH:40][CH:41]=1, predict the reactants needed to synthesize it. The reactants are: [CH2:1]([O:3][CH:4]([C:9]1[CH:14]=[CH:13][C:12]([O:15][CH2:16][C:17]2[CH2:22][CH2:21][CH2:20][C:19]3([CH2:27][CH2:26][CH2:25][CH2:24][CH2:23]3)[CH:18]=2)=[CH:11][CH:10]=1)[CH2:5][C:6](O)=[O:7])[CH3:2].C(Cl)(=O)C(C)(C)C.[CH2:35]([C@@H:42]1[CH2:46][O:45][C:44](=[O:47])[NH:43]1)[C:36]1[CH:41]=[CH:40][CH:39]=[CH:38][CH:37]=1.[Br-].[Li+]. (2) Given the product [C:52]([NH:56][C:20](=[O:21])[C:19]1[CH:23]=[C:15]([NH:14][C:12]([NH:11][C:5]2[CH:6]=[CH:7][C:8]([O:9][CH3:10])=[C:3]([O:2][CH3:1])[CH:4]=2)=[O:13])[CH:16]=[CH:17][C:18]=1[O:24][CH:25]([C:36]1[CH:37]=[CH:38][CH:39]=[CH:40][CH:41]=1)[C:26]1[CH:31]=[CH:30][C:29]([C:32]([F:33])([F:34])[F:35])=[CH:28][CH:27]=1)([CH3:55])([CH3:54])[CH3:53], predict the reactants needed to synthesize it. The reactants are: [CH3:1][O:2][C:3]1[CH:4]=[C:5]([NH:11][C:12]([NH:14][C:15]2[CH:16]=[CH:17][C:18]([O:24][CH:25]([C:36]3[CH:41]=[CH:40][CH:39]=[CH:38][CH:37]=3)[C:26]3[CH:31]=[CH:30][C:29]([C:32]([F:35])([F:34])[F:33])=[CH:28][CH:27]=3)=[C:19]([CH:23]=2)[C:20](O)=[O:21])=[O:13])[CH:6]=[CH:7][C:8]=1[O:9][CH3:10].ON1C2C=CC=CC=2N=N1.[C:52]([NH2:56])([CH3:55])([CH3:54])[CH3:53].Cl.CN(C)CCCN=C=NCC.